From a dataset of Forward reaction prediction with 1.9M reactions from USPTO patents (1976-2016). Predict the product of the given reaction. (1) Given the reactants [CH:1]1[C:6]([C:7]2[O:17][C:16]3[CH:15]=[C:14]([O:18][C@@H:19]4[O:24][C@H:23]([CH2:25][OH:26])[C@@H:22]([OH:27])[C@H:21]([OH:28])[C@H:20]4[O:29][C@@H:30]4[O:34][CH2:33][C@:32]([OH:37])([CH2:35][OH:36])[C@H:31]4[OH:38])[CH:13]=[C:12]([OH:39])[C:11]=3[C:9](=[O:10])[CH:8]=2)=[CH:5][CH:4]=[C:3]([OH:40])[CH:2]=1, predict the reaction product. The product is: [CH2:33]1[O:34][C@@H:30]([O:29][C@H:20]2[C@H:19]([O:18][C:14]3[CH:15]=[C:16]4[O:17][C:7]([C:6]5[CH:1]=[CH:2][C:3]([OH:40])=[CH:4][CH:5]=5)=[CH:8][C:9](=[O:10])[C:11]4=[C:12]([OH:39])[CH:13]=3)[O:24][C@H:23]([CH2:25][OH:26])[C@@H:22]([OH:27])[C@@H:21]2[OH:28])[C@@H:31]([OH:38])[C@@:32]1([OH:37])[CH2:35][OH:36]. (2) The product is: [NH2:13][C:12]1[C:4]([NH2:1])=[CH:5][C:6]2[NH:10][CH:9]=[N:8][C:7]=2[CH:11]=1. Given the reactants [N+:1]([C:4]1[C:12]([N+:13]([O-])=O)=[CH:11][C:7]2[NH:8][CH:9]=[N:10][C:6]=2[CH:5]=1)([O-])=O.[H][H], predict the reaction product. (3) Given the reactants [Cl:1][C:2]1[C:7]([O:8][CH3:9])=[CH:6][C:5]([O:10][CH3:11])=[C:4]([Cl:12])[C:3]=1[C:13]1[N:18]=[CH:17][C:16]2[C:19](I)=[N:20][N:21]([CH:22]3[CH2:27][CH2:26][CH2:25][CH2:24][O:23]3)[C:15]=2[CH:14]=1.[CH3:29][C:30]1(C)C(C)(C)OB(C=C)O1.C(N(CCCC)CCCC)CCC, predict the reaction product. The product is: [Cl:1][C:2]1[C:7]([O:8][CH3:9])=[CH:6][C:5]([O:10][CH3:11])=[C:4]([Cl:12])[C:3]=1[C:13]1[N:18]=[CH:17][C:16]2[C:19]([CH:29]=[CH2:30])=[N:20][N:21]([CH:22]3[CH2:27][CH2:26][CH2:25][CH2:24][O:23]3)[C:15]=2[CH:14]=1. (4) The product is: [Cl:13][C:11]1[CH:10]=[C:9]([C:14]2([CH3:37])[O:18][N:17]=[C:16]([C:19]3[CH:35]=[CH:34][C:22]([C:23]([NH:25][CH2:26][CH:27]([OH:28])[CH2:31][OH:30])=[O:24])=[C:21]([CH3:36])[CH:20]=3)[CH2:15]2)[CH:8]=[C:7]([Cl:6])[CH:12]=1. Given the reactants S(=O)(=O)(O)O.[Cl:6][C:7]1[CH:8]=[C:9]([C:14]2([CH3:37])[O:18][N:17]=[C:16]([C:19]3[CH:35]=[CH:34][C:22]([C:23]([NH:25][CH2:26][CH:27]4[CH2:31][O:30]C(C)(C)[O:28]4)=[O:24])=[C:21]([CH3:36])[CH:20]=3)[CH2:15]2)[CH:10]=[C:11]([Cl:13])[CH:12]=1, predict the reaction product.